From a dataset of Reaction yield outcomes from USPTO patents with 853,638 reactions. Predict the reaction yield, written as a fraction of the theoretical maximum amount of product (1.0 means a 100% yield; for example, 0.34 means a 34% yield). (1) The reactants are [F:1][C:2]1[CH:7]=[C:6]([F:8])[CH:5]=[CH:4][C:3]=1[NH:9][C:10]([NH:12][C:13]1[CH:18]=[CH:17][C:16]([O:19][CH3:20])=[C:15]([C:21]2[NH:22][N:23]=[CH:24][CH:25]=2)[CH:14]=1)=[O:11].[Br:26]N1C(=O)CCC1=O.C([O-])(O)=O.[Na+].[O-]S([O-])(=S)=O.[Na+].[Na+]. The catalyst is CN(C=O)C. The yield is 0.920. The product is [Br:26][C:25]1[CH:24]=[N:23][NH:22][C:21]=1[C:15]1[CH:14]=[C:13]([NH:12][C:10]([NH:9][C:3]2[CH:4]=[CH:5][C:6]([F:8])=[CH:7][C:2]=2[F:1])=[O:11])[CH:18]=[CH:17][C:16]=1[O:19][CH3:20]. (2) The reactants are Cl[C:2]1[N:7]=[C:6]([NH:8][C:9]2[CH:14]=[CH:13][C:12]([N:15]3[CH2:20][CH2:19][O:18][CH2:17][CH2:16]3)=[CH:11][C:10]=2[O:21][CH3:22])[C:5]([Cl:23])=[CH:4][N:3]=1.[NH2:24][C:25]1[CH:38]=[CH:37][C:28]2[NH:29][C:30](=[O:36])[CH2:31][CH2:32][C:33]([CH3:35])([CH3:34])[C:27]=2[CH:26]=1.Cl.O1CCO[CH2:42][CH2:41]1. The catalyst is COCCO. The product is [Cl:23][C:5]1[C:6]([NH:8][C:9]2[CH:14]=[CH:13][C:12]([N:15]3[CH2:20][CH2:19][O:18][CH2:17][CH2:16]3)=[CH:11][C:10]=2[O:21][CH3:22])=[N:7][C:2]([NH:24][C:25]2[CH:38]=[CH:37][C:28]3[N:29]([CH2:41][CH3:42])[C:30](=[O:36])[CH2:31][CH2:32][C:33]([CH3:35])([CH3:34])[C:27]=3[CH:26]=2)=[N:3][CH:4]=1. The yield is 0.510.